From a dataset of M1 muscarinic receptor agonist screen with 61,833 compounds. Binary Classification. Given a drug SMILES string, predict its activity (active/inactive) in a high-throughput screening assay against a specified biological target. (1) The molecule is O(C(=O)C1C(C(C1c1ccccc1)C(O)=O)c1ccccc1)CCCO. The result is 0 (inactive). (2) The compound is P(=O)(CCN(Cc1occc1)C(=O)C)(c1ccccc1)c1ccccc1. The result is 0 (inactive). (3) The compound is S(c1n(c(nn1)C(N(C)C)C)c1ccc(F)cc1)c1n(nnn1)c1ccccc1. The result is 0 (inactive). (4) The drug is Brc1ccc(NC(=O)NCCCC)nc1. The result is 0 (inactive).